This data is from Full USPTO retrosynthesis dataset with 1.9M reactions from patents (1976-2016). The task is: Predict the reactants needed to synthesize the given product. (1) The reactants are: [Cl:1][C:2]1[CH:10]=[CH:9][C:8]([I:11])=[C:7]2[C:3]=1[CH:4](O)[N:5](C(C)(C1C=CC=CC=1)C)[C:6]2=[O:12].FC(F)(F)C(O)=O.C([SiH](CC)CC)C.O. Given the product [Cl:1][C:2]1[CH:10]=[CH:9][C:8]([I:11])=[C:7]2[C:3]=1[CH2:4][NH:5][C:6]2=[O:12], predict the reactants needed to synthesize it. (2) Given the product [CH2:12]([NH:16][C:17]([NH:6][C:5]1[CH:7]=[CH:8][CH:9]=[C:3]([C:2]([F:10])([F:11])[F:1])[CH:4]=1)=[S:18])[CH2:13][CH2:14][CH3:15], predict the reactants needed to synthesize it. The reactants are: [F:1][C:2]([F:11])([F:10])[C:3]1[CH:4]=[C:5]([CH:7]=[CH:8][CH:9]=1)[NH2:6].[CH2:12]([N:16]=[C:17]=[S:18])[CH2:13][CH2:14][CH3:15]. (3) Given the product [CH2:8]([O:7][C:1]([C:2]1[C:3]([CH3:5])=[N:35][C:33]([S:32][CH2:30][CH3:31])=[N:34][CH:10]=1)=[O:6])[CH3:9], predict the reactants needed to synthesize it. The reactants are: [C:1]([O:7][CH2:8][CH3:9])(=[O:6])[CH2:2][C:3]([CH3:5])=O.[CH3:10]OC(OC)N(C)C.C1(C)C=CC(S(O)(=O)=O)=CC=1.Br.[CH2:30]([S:32][C:33](=[NH:35])[NH2:34])[CH3:31].